Dataset: Full USPTO retrosynthesis dataset with 1.9M reactions from patents (1976-2016). Task: Predict the reactants needed to synthesize the given product. (1) Given the product [Cl:23][C:19]1[N:18]=[C:17]([NH:16][C@H:14]([C:10]2[CH:9]=[C:8]([NH:7][C:5](=[O:6])[C:4]3[CH:24]=[C:25]([C:27]([F:30])([F:29])[F:28])[CH:26]=[C:2](/[N:1]=[CH:44]\[N:45]([CH3:48])[CH3:46])[CH:3]=3)[CH:13]=[CH:12][CH:11]=2)[CH3:15])[CH:22]=[N:21][CH:20]=1, predict the reactants needed to synthesize it. The reactants are: [NH2:1][C:2]1[CH:3]=[C:4]([CH:24]=[C:25]([C:27]([F:30])([F:29])[F:28])[CH:26]=1)[C:5]([NH:7][C:8]1[CH:13]=[CH:12][CH:11]=[C:10]([C@@H:14]([NH:16][C:17]2[CH:22]=[N:21][CH:20]=[C:19]([Cl:23])[N:18]=2)[CH3:15])[CH:9]=1)=[O:6].ClCCOCCCl.C(=O)([O-])[O-].[K+].[K+].[CH3:44][N:45]([CH3:48])[CH:46]=O. (2) Given the product [CH2:1]([O:8][C:9]1[C:16]([O:17][CH3:18])=[CH:15][CH:14]=[CH:13][C:10]=1[CH2:11][OH:12])[C:2]1[CH:3]=[CH:4][CH:5]=[CH:6][CH:7]=1, predict the reactants needed to synthesize it. The reactants are: [CH2:1]([O:8][C:9]1[C:16]([O:17][CH3:18])=[CH:15][CH:14]=[CH:13][C:10]=1[CH:11]=[O:12])[C:2]1[CH:7]=[CH:6][CH:5]=[CH:4][CH:3]=1.[H-].[Al+3].[Li+].[H-].[H-].[H-].O.O.O.O.O.O.O.O.O.O.[O-]S([O-])(=O)=O.[Na+].[Na+]. (3) Given the product [CH3:24][O:23][N:22]([CH3:21])[C:8]([C:2]1[C:7]([OH:41])=[CH:6][CH:5]=[CH:4][N:3]=1)=[O:10], predict the reactants needed to synthesize it. The reactants are: O[C:2]1([C:8]([OH:10])=O)[CH:7]=[CH:6][CH:5]=[CH:4][NH:3]1.C(N(C(C)C)CC)(C)C.Cl.[CH3:21][NH:22][O:23][CH3:24].F[P-](F)(F)(F)(F)F.N1([O:41][P+](N2CCCC2)(N2CCCC2)N2CCCC2)C2C=CC=CC=2N=N1. (4) Given the product [F:1][C:2]1[CH:3]=[C:4]2[C:8](=[CH:9][CH:10]=1)[NH:7][CH:6]=[C:5]2[C@@H:11]1[CH2:15][CH2:14][C@H:13]([NH:16][CH2:17][C@@H:18]2[O:32][C:22]3=[C:23]4[C:28](=[CH:29][CH:30]=[C:21]3[O:20][CH2:19]2)[N:27]=[C:26]([CH3:31])[CH:25]=[CH:24]4)[CH2:12]1, predict the reactants needed to synthesize it. The reactants are: [F:1][C:2]1[CH:3]=[C:4]2[C:8](=[CH:9][CH:10]=1)[NH:7][CH:6]=[C:5]2[C@H:11]1[CH2:15][CH2:14][C@@H:13]([NH:16][CH2:17][C@@H:18]2[O:32][C:22]3=[C:23]4[C:28](=[CH:29][CH:30]=[C:21]3[O:20][CH2:19]2)[N:27]=[C:26]([CH3:31])[CH:25]=[CH:24]4)[CH2:12]1.C(O)(=O)/C=C/C(O)=O. (5) The reactants are: [CH3:1][C:2]1([CH3:33])[C:15]2[C:10]3=[C:11]([C:16]4[CH:17]=[C:18]([C:22]5[CH:32]=[CH:31][CH:30]=[CH:29][C:23]=5C(OCC)=O)[CH:19]=[CH:20][C:21]=4[N:9]3[C:8]3[CH:7]=[CH:6][CH:5]=[CH:4][C:3]1=3)[CH:12]=[CH:13][CH:14]=2.[CH3:34][Mg]Cl.[NH4+].[Cl-].Cl.[CH2:40]1[CH2:44][O:43]CC1. Given the product [CH3:33][C:2]1([CH3:1])[C:15]2[C:10]3=[C:11]([C:16]4[CH:17]=[C:18]([C:22]5[CH:32]=[CH:31][CH:30]=[CH:29][C:23]=5[C:44]([OH:43])([CH3:40])[CH3:34])[CH:19]=[CH:20][C:21]=4[N:9]3[C:8]3[CH:7]=[CH:6][CH:5]=[CH:4][C:3]1=3)[CH:12]=[CH:13][CH:14]=2, predict the reactants needed to synthesize it. (6) Given the product [C:1]([NH:5][C:6]1[N:15]([CH2:16][CH2:17][O:18][CH3:19])[C:14](=[O:20])[C:13]2[C:8](=[C:9]([C:29]3[NH:28][C:27]4[C@@H:23]([CH3:22])[NH:24][C:25](=[O:40])[C:26]=4[CH:30]=3)[CH:10]=[CH:11][CH:12]=2)[N:7]=1)([CH3:4])([CH3:3])[CH3:2], predict the reactants needed to synthesize it. The reactants are: [C:1]([NH:5][C:6]1[N:15]([CH2:16][CH2:17][O:18][CH3:19])[C:14](=[O:20])[C:13]2[C:8](=[C:9](I)[CH:10]=[CH:11][CH:12]=2)[N:7]=1)([CH3:4])([CH3:3])[CH3:2].[CH3:22][C@@H:23]1[C:27]2[NH:28][C:29](B3OC(C)(C)C(C)(C)O3)=[CH:30][C:26]=2[C:25](=[O:40])[NH:24]1.